From a dataset of Full USPTO retrosynthesis dataset with 1.9M reactions from patents (1976-2016). Predict the reactants needed to synthesize the given product. (1) Given the product [Cl:1][C:2]1[N:7]=[CH:6][C:5]2[C:8]3([CH2:10][CH2:9]3)[C:11](=[O:13])[N:12]([CH3:16])[C:4]=2[CH:3]=1, predict the reactants needed to synthesize it. The reactants are: [Cl:1][C:2]1[N:7]=[CH:6][C:5]2[C:8]3([C:11](=[O:13])[NH:12][C:4]=2[CH:3]=1)[CH2:10][CH2:9]3.[H-].[Na+].[CH3:16]I. (2) Given the product [C:59]([NH:58][CH2:57][CH2:56][C:50]1[CH:49]=[C:54]([CH3:55])[CH:53]=[CH:52][C:51]=1[O:33][CH2:32][CH2:31][O:30][CH:18]1[CH:17]([C:14]2[CH:15]=[CH:16][C:11]([O:10][CH2:9][CH2:8][CH2:7][O:6][CH2:5][C:4]3[CH:44]=[CH:45][CH:46]=[CH:47][C:3]=3[O:2][CH3:1])=[CH:12][CH:13]=2)[CH2:22][CH2:21][N:20]([C:23]([O:25][C:26]([CH3:29])([CH3:28])[CH3:27])=[O:24])[CH2:19]1)(=[O:61])[CH3:60], predict the reactants needed to synthesize it. The reactants are: [CH3:1][O:2][C:3]1[CH:47]=[CH:46][CH:45]=[CH:44][C:4]=1[CH2:5][O:6][CH2:7][CH2:8][CH2:9][O:10][C:11]1[CH:16]=[CH:15][C:14]([CH:17]2[CH2:22][CH2:21][N:20]([C:23]([O:25][C:26]([CH3:29])([CH3:28])[CH3:27])=[O:24])[CH2:19][CH:18]2[O:30][CH2:31][CH2:32][O:33]S(C2C=CC(C)=CC=2)(=O)=O)=[CH:13][CH:12]=1.O[C:49]1[C:54]([CH3:55])=[CH:53][CH:52]=[CH:51][C:50]=1[CH2:56][CH2:57][NH:58][C:59](=[O:61])[CH3:60]. (3) Given the product [CH3:1][O:2][C:3]1[C:4](=[O:36])[C:5]([CH3:35])=[C:6]([CH2:12][C:13]2[CH:14]=[CH:15][C:16]([OH:31])=[C:17]([CH:30]=2)[C:18]([NH:20][C:21]2[CH:26]=[CH:25][CH:24]=[CH:23][C:22]=2[N+:27]([O-:29])=[O:28])=[O:19])[C:7](=[O:11])[C:8]=1[O:9][CH3:10], predict the reactants needed to synthesize it. The reactants are: [CH3:1][O:2][C:3]1[C:4](=[O:36])[C:5]([CH3:35])=[C:6]([CH2:12][C:13]2[CH:14]=[CH:15][C:16]([O:31]C(=O)C)=[C:17]([CH:30]=2)[C:18]([NH:20][C:21]2[CH:26]=[CH:25][CH:24]=[CH:23][C:22]=2[N+:27]([O-:29])=[O:28])=[O:19])[C:7](=[O:11])[C:8]=1[O:9][CH3:10].C(=O)([O-])O.[Na+]. (4) The reactants are: [CH3:1][O:2][C:3]([C:5]1[S:6][CH:7]=[CH:8][C:9]=1[NH:10][C:11](=[O:16])[C:12]([F:15])([F:14])[F:13])=[O:4].COCN[C:21]([CH:23]1[CH2:27][CH2:26][CH2:25][CH2:24]1)=[O:22]. Given the product [CH3:1][O:2][C:3]([C:5]1[S:6][C:7]([C:21]([CH:23]2[CH2:27][CH2:26][CH2:25][CH2:24]2)=[O:22])=[CH:8][C:9]=1[NH:10][C:11](=[O:16])[C:12]([F:13])([F:14])[F:15])=[O:4], predict the reactants needed to synthesize it.